From a dataset of Reaction yield outcomes from USPTO patents with 853,638 reactions. Predict the reaction yield, written as a fraction of the theoretical maximum amount of product (1.0 means a 100% yield; for example, 0.34 means a 34% yield). (1) The reactants are [CH:1]([C:4]1[CH:9]=[CH:8][C:7]([C:10]2[C:15]([CH:16]([CH2:21][CH2:22][CH3:23])[C:17]([O:19]C)=[O:18])=[C:14]([CH3:24])[N:13]=[C:12]([N:25]3[CH2:30][CH2:29][CH2:28][CH2:27][CH2:26]3)[N:11]=2)=[CH:6][CH:5]=1)([CH3:3])[CH3:2].[OH-].[Na+]. The catalyst is CO. The product is [CH:1]([C:4]1[CH:9]=[CH:8][C:7]([C:10]2[C:15]([CH:16]([CH2:21][CH2:22][CH3:23])[C:17]([OH:19])=[O:18])=[C:14]([CH3:24])[N:13]=[C:12]([N:25]3[CH2:26][CH2:27][CH2:28][CH2:29][CH2:30]3)[N:11]=2)=[CH:6][CH:5]=1)([CH3:2])[CH3:3]. The yield is 0.730. (2) The reactants are [CH:1]1[C:14]2[C:13](=[O:15])[C:12]3[C:7](=[CH:8][CH:9]=[CH:10][CH:11]=3)[NH:6][C:5]=2[CH:4]=[CH:3][CH:2]=1.O=S(Cl)Cl.[C:20]1(O)[CH:25]=[CH:24][CH:23]=[CH:22][CH:21]=1.C([O-])([O-])=O.[K+].[K+]. The catalyst is CN(C=O)C.C1C=CC=CC=1. The product is [O:15]([C:13]1[C:12]2[C:7]([N:6]=[C:5]3[C:14]=1[CH:1]=[CH:2][CH:3]=[CH:4]3)=[CH:8][CH:9]=[CH:10][CH:11]=2)[C:20]1[CH:25]=[CH:24][CH:23]=[CH:22][CH:21]=1. The yield is 0.980.